Task: Predict which catalyst facilitates the given reaction.. Dataset: Catalyst prediction with 721,799 reactions and 888 catalyst types from USPTO (1) Reactant: [CH:1]1([CH2:4][N:5]2[C:9]3[CH:10]=[CH:11][C:12]([S:14]([CH2:17][C:18]([NH:21]C=O)([CH3:20])[CH3:19])(=[O:16])=[O:15])=[CH:13][C:8]=3[N:7]=[C:6]2[CH2:24][C:25]([CH3:28])([CH3:27])[CH3:26])[CH2:3][CH2:2]1. Product: [CH:1]1([CH2:4][N:5]2[C:9]3[CH:10]=[CH:11][C:12]([S:14]([CH2:17][C:18]([CH3:19])([NH2:21])[CH3:20])(=[O:16])=[O:15])=[CH:13][C:8]=3[N:7]=[C:6]2[CH2:24][C:25]([CH3:28])([CH3:27])[CH3:26])[CH2:2][CH2:3]1. The catalyst class is: 209. (2) The catalyst class is: 204. Reactant: [CH2:1]([C:3]1[CH:8]=[CH:7][C:6]([OH:9])=[CH:5][C:4]=1[CH:10]1[C:18](=[O:19])[CH:17]2[CH:12]([CH:13]3[CH2:21][CH2:20][CH:16]2[CH2:15][CH2:14]3)[C:11]1=[O:22])[CH3:2].C(=O)([O-])[O-].[K+].[K+].Cl[C:30]1[CH:39]=[N:38][C:37]2[C:32](=[CH:33][CH:34]=[C:35]([Cl:40])[CH:36]=2)[N:31]=1.Cl. Product: [Cl:40][C:35]1[CH:36]=[C:37]2[C:32](=[CH:33][CH:34]=1)[N:31]=[C:30]([O:9][C:6]1[CH:7]=[CH:8][C:3]([CH2:1][CH3:2])=[C:4]([CH:10]3[C:18](=[O:19])[CH:17]4[CH:12]([CH:13]5[CH2:21][CH2:20][CH:16]4[CH2:15][CH2:14]5)[C:11]3=[O:22])[CH:5]=1)[CH:39]=[N:38]2. (3) Reactant: Br[C:2]1[CH:26]=[CH:25][C:5]2[NH:6][C:7]([C@@H:9]3[CH2:13][CH2:12][CH2:11][N:10]3[C:14](=[O:24])[C@@H:15]([NH:19][C:20](=[O:23])[O:21][CH3:22])[CH:16]([CH3:18])[CH3:17])=[N:8][C:4]=2[CH:3]=1.[CH3:27][C:28]1([CH3:44])[C:32]([CH3:34])([CH3:33])[O:31][B:30]([B:30]2[O:31][C:32]([CH3:34])([CH3:33])[C:28]([CH3:44])([CH3:27])[O:29]2)[O:29]1.C([O-])(=O)C.[K+]. Product: [CH3:17][CH:16]([CH3:18])[C@H:15]([NH:19][C:20](=[O:23])[O:21][CH3:22])[C:14](=[O:24])[N:10]1[CH2:11][CH2:12][CH2:13][C@H:9]1[C:7]1[NH:6][C:5]2[CH:25]=[CH:26][C:2]([B:30]3[O:31][C:32]([CH3:34])([CH3:33])[C:28]([CH3:44])([CH3:27])[O:29]3)=[CH:3][C:4]=2[N:8]=1. The catalyst class is: 12.